This data is from Reaction yield outcomes from USPTO patents with 853,638 reactions. The task is: Predict the reaction yield, written as a fraction of the theoretical maximum amount of product (1.0 means a 100% yield; for example, 0.34 means a 34% yield). (1) The reactants are C(O[C:4]([C:6]1[O:14][C:9]2=[N:10][CH:11]=[CH:12][CH:13]=[C:8]2[C:7]=1[NH2:15])=[O:5])C.ClS([N:20]=[C:21]=[O:22])(=O)=O. The catalyst is C(Cl)Cl. The product is [NH:15]1[C:7]2[C:8]3[CH:13]=[CH:12][CH:11]=[N:10][C:9]=3[O:14][C:6]=2[C:4](=[O:5])[NH:20][C:21]1=[O:22]. The yield is 0.400. (2) The reactants are [Cl:1]CCN(CCCl)P(N(CCCl)CCCl)(=O)OCCSCCN(C(C)C)C(C)C.FC(F)(F)C(O)=O.C(OO)(=O)C.[Cl:42][CH2:43][CH2:44][N:45]([CH2:70][CH2:71][Cl:72])[P:46]([N:63]([CH2:67][CH2:68][Cl:69])[CH2:64][CH2:65][Cl:66])(=[O:62])[O:47][CH2:48][CH2:49][S:50]([CH2:53][CH2:54][N:55]([CH:59]([CH3:61])[CH3:60])[CH:56]([CH3:58])[CH3:57])(=[O:52])=[O:51]. The catalyst is CN(C)C=O.C(O)(=O)C.C(OCC)(=O)C. The product is [ClH:1].[Cl:66][CH2:65][CH2:64][N:63]([CH2:67][CH2:68][Cl:69])[P:46]([N:45]([CH2:44][CH2:43][Cl:42])[CH2:70][CH2:71][Cl:72])(=[O:62])[O:47][CH2:48][CH2:49][S:50]([CH2:53][CH2:54][N:55]([CH:59]([CH3:60])[CH3:61])[CH:56]([CH3:58])[CH3:57])(=[O:52])=[O:51]. The yield is 1.00. (3) The reactants are [N:1]1([CH2:7][CH2:8][O:9][C:10]2[CH:15]=[CH:14][C:13]([CH:16]3[CH2:21][CH2:20][N:19]([C:22]4[CH2:23][CH2:24][C:25]5[N:26]([C:28]([C:31]([F:34])([F:33])[F:32])=[N:29][N:30]=5)[N:27]=4)[CH2:18][CH2:17]3)=[CH:12][CH:11]=2)[CH2:6][CH2:5][NH:4][CH2:3][CH2:2]1.[C:35](O)(=[O:40])[CH2:36][CH2:37][CH2:38][CH3:39]. No catalyst specified. The product is [C:35]([N:4]1[CH2:3][CH2:2][N:1]([CH2:7][CH2:8][O:9][C:10]2[CH:15]=[CH:14][C:13]([CH:16]3[CH2:21][CH2:20][N:19]([C:22]4[CH2:23][CH2:24][C:25]5[N:26]([C:28]([C:31]([F:33])([F:34])[F:32])=[N:29][N:30]=5)[N:27]=4)[CH2:18][CH2:17]3)=[CH:12][CH:11]=2)[CH2:6][CH2:5]1)(=[O:40])[CH2:36][CH2:37][CH2:38][CH3:39]. The yield is 0.360. (4) The product is [Cl:7][C:8]1[CH:13]=[CH:12][CH:11]=[CH:10][C:9]=1[N:14]([C:1]#[N:2])[C:15]([NH:16][C:17]1[CH:22]=[CH:21][C:20]([Cl:23])=[C:19]([S:24]([N:27]([CH3:28])[CH3:29])(=[O:25])=[O:26])[CH:18]=1)=[NH:38]. No catalyst specified. The reactants are [C:1](NC(N)=N)#[N:2].[Cl:7][C:8]1[CH:13]=[CH:12][CH:11]=[CH:10][C:9]=1[N:14]=[C:15]=[N:16][C:17]1[CH:22]=[CH:21][C:20]([Cl:23])=[C:19]([S:24]([N:27]([CH3:29])[CH3:28])(=[O:26])=[O:25])[C:18]=1O[Si](C(C)(C)C)(C)C.[N:38]#CN.C(N(CC)C(C)C)(C)C.[F-].[Cs+]. The yield is 0.500. (5) The reactants are [OH:1][C@H:2]([CH2:9][O:10][C:11]([C:24]1[CH:29]=[CH:28][CH:27]=[CH:26][CH:25]=1)([C:18]1[CH:23]=[CH:22][CH:21]=[CH:20][CH:19]=1)[C:12]1[CH:17]=[CH:16][CH:15]=[CH:14][CH:13]=1)[CH2:3][C:4](OCC)=[O:5].[BH4-].[Na+].C(O)(=O)C. The catalyst is C(O)C.O. The product is [C:11]([O:10][CH2:9][C@@H:2]([OH:1])[CH2:3][CH2:4][OH:5])([C:18]1[CH:19]=[CH:20][CH:21]=[CH:22][CH:23]=1)([C:24]1[CH:29]=[CH:28][CH:27]=[CH:26][CH:25]=1)[C:12]1[CH:13]=[CH:14][CH:15]=[CH:16][CH:17]=1. The yield is 0.820. (6) The reactants are C1([NH:7][C:8]([C:10]2[C:11](=[O:23])[N:12]([CH3:22])[C:13]3[C:18]([C:19]=2O)=[CH:17][C:16]([F:21])=[CH:15][CH:14]=3)=O)CCCCC1.P(Cl)(Cl)([Cl:26])=O. No catalyst specified. The product is [Cl:26][C:19]1[C:18]2[C:13](=[CH:14][CH:15]=[C:16]([F:21])[CH:17]=2)[N:12]([CH3:22])[C:11](=[O:23])[C:10]=1[C:8]#[N:7]. The yield is 0.560. (7) The reactants are CO.[OH-].[Na+].[NH2:5][C:6]1[C:11]([C:12]2[O:16][N:15]=[C:14]([CH2:17][C:18]3[CH:23]=[CH:22][C:21]([OH:24])=[CH:20][CH:19]=3)[CH:13]=2)=[CH:10][CH:9]=[CH:8][N:7]=1.Cl[CH2:26][C:27]1[CH:32]=[CH:31][CH:30]=[C:29]([CH3:33])[N:28]=1. The catalyst is CN(C)C=O. The product is [CH3:26][C:27]1[N:28]=[C:29]([CH2:33][O:24][C:21]2[CH:22]=[CH:23][C:18]([CH2:17][C:14]3[CH:13]=[C:12]([C:11]4[C:6]([NH2:5])=[N:7][CH:8]=[CH:9][CH:10]=4)[O:16][N:15]=3)=[CH:19][CH:20]=2)[CH:30]=[CH:31][CH:32]=1. The yield is 0.517. (8) The reactants are Br[C:2]1[CH:7]=[CH:6][C:5]([C:8]2[CH:17]=[CH:16][C:15]3[C:10](=[CH:11][CH:12]=[CH:13][CH:14]=3)[CH:9]=2)=[CH:4][CH:3]=1.CCCCCC.C([Li])CCC.C([O:32][B:33](OC(C)C)[O:34]C(C)C)(C)C.Cl. The catalyst is C1(C)C=CC=CC=1.C1COCC1. The product is [CH:9]1[C:10]2[C:15](=[CH:14][CH:13]=[CH:12][CH:11]=2)[CH:16]=[CH:17][C:8]=1[C:5]1[CH:6]=[CH:7][C:2]([B:33]([OH:34])[OH:32])=[CH:3][CH:4]=1. The yield is 0.840. (9) The reactants are [CH3:1][O:2][C:3]1[CH:18]=[C:17]([O:19][CH3:20])[CH:16]=[CH:15][C:4]=1[CH2:5][NH:6][C:7]1[C:12]([CH2:13][NH2:14])=[CH:11][CH:10]=[CH:9][N:8]=1.O=[C:22]1[CH2:27][CH2:26][N:25]([C:28]([O:30][C:31]([CH3:34])([CH3:33])[CH3:32])=[O:29])[CH2:24][CH2:23]1.CC(O)=O.[BH-](OC(C)=O)(OC(C)=O)OC(C)=O.[Na+]. The catalyst is ClCCCl.C(Cl)Cl.C([O-])([O-])=O.[Na+].[Na+]. The product is [C:31]([O:30][C:28]([N:25]1[CH2:26][CH2:27][CH:22]([NH:14][CH2:13][C:12]2[C:7]([NH:6][CH2:5][C:4]3[CH:15]=[CH:16][C:17]([O:19][CH3:20])=[CH:18][C:3]=3[O:2][CH3:1])=[N:8][CH:9]=[CH:10][CH:11]=2)[CH2:23][CH2:24]1)=[O:29])([CH3:34])([CH3:32])[CH3:33]. The yield is 0.690.